Dataset: Experimental lipophilicity measurements (octanol/water distribution) for 4,200 compounds from AstraZeneca. Task: Regression/Classification. Given a drug SMILES string, predict its absorption, distribution, metabolism, or excretion properties. Task type varies by dataset: regression for continuous measurements (e.g., permeability, clearance, half-life) or binary classification for categorical outcomes (e.g., BBB penetration, CYP inhibition). For this dataset (lipophilicity_astrazeneca), we predict Y. (1) The molecule is COCCNS(=O)(=O)c1ccc(-c2cnc(N)c(C(=O)Nc3cccnc3)n2)cc1. The Y is 2.26 logD. (2) The Y is 3.57 logD. The drug is COc1ccc2nc(NC(=O)CCc3ccc(OC)c(OC)c3)sc2c1.